This data is from hERG potassium channel inhibition data for cardiac toxicity prediction from Karim et al.. The task is: Regression/Classification. Given a drug SMILES string, predict its toxicity properties. Task type varies by dataset: regression for continuous values (e.g., LD50, hERG inhibition percentage) or binary classification for toxic/non-toxic outcomes (e.g., AMES mutagenicity, cardiotoxicity, hepatotoxicity). Dataset: herg_karim. (1) The molecule is O=C(N[C@@H]1COc2cccc(-c3ccnc(CO)c3)c2C1)c1ccc(OCC(F)(F)F)nc1. The result is 0 (non-blocker). (2) The compound is COc1cccc(-c2cccc(C3(C)CSCC(N)=N3)c2)c1. The result is 1 (blocker). (3) The drug is Fc1ccc(OCc2cc(OCC3(F)COC3)nc(-c3ccccn3)n2)c(F)c1F. The result is 1 (blocker). (4) The drug is N#Cc1ccc(S(=O)(=O)NCCCN2CC3CN(CCc4ccc(F)c(F)c4)CC(C2)O3)cc1. The result is 0 (non-blocker). (5) The compound is COc1ccc2nccc([C@@H](O)CC[C@@H]3CCN(C4CC(c5cccc(F)c5)C4)C[C@@H]3C(=O)O)c2c1. The result is 0 (non-blocker). (6) The compound is O=C(NC1CC1)c1cccc(-c2ccc3c(NC(=O)C4CC4)n[nH]c3c2)c1. The result is 0 (non-blocker). (7) The compound is Cc1c([C@@H](O)CN2CCC3(CC2)CCN(c2ccc(=O)n(C)c2)C3=O)ccc2c1COC2=O. The result is 0 (non-blocker). (8) The molecule is CC1CCN(c2cc(N3CCN(C)CC3)ccc2NC(=O)c2cc(C#N)c[nH]2)CC1. The result is 0 (non-blocker).